This data is from Catalyst prediction with 721,799 reactions and 888 catalyst types from USPTO. The task is: Predict which catalyst facilitates the given reaction. (1) Reactant: [Cl:1][C:2]1[N:10]=[CH:9][CH:8]=[CH:7][C:3]=1[C:4]([OH:6])=O.[N:11]1[CH:16]=[CH:15][CH:14]=[CH:13][C:12]=1[CH2:17][C:18]([N:20]1[C:28]2[C:23](=[CH:24][C:25]([NH2:29])=[CH:26][CH:27]=2)[CH2:22][CH2:21]1)=[O:19].O.ON1C2C=CC=CC=2N=N1.CN(C)CCCN=C=NCC. Product: [Cl:1][C:2]1[N:10]=[CH:9][CH:8]=[CH:7][C:3]=1[C:4]([NH:29][C:25]1[CH:24]=[C:23]2[C:28](=[CH:27][CH:26]=1)[N:20]([C:18](=[O:19])[CH2:17][C:12]1[CH:13]=[CH:14][CH:15]=[CH:16][N:11]=1)[CH2:21][CH2:22]2)=[O:6]. The catalyst class is: 255. (2) Reactant: [CH3:1][N:2]([CH2:4][CH2:5][CH2:6][C@@:7]1([C:18]2[CH:23]=[CH:22][C:21]([F:24])=[CH:20][CH:19]=2)[O:11][CH2:10][C:9]2[CH:12]=[C:13]([C:16]#[N:17])[CH:14]=[CH:15][C:8]1=2)C.[C:25]([OH:30])([C:27]([OH:29])=[O:28])=[O:26].O=C(C(=O)O)O. Product: [C:27]([OH:29])(=[O:28])[C:25]([OH:30])=[O:26].[F:24][C:21]1[CH:20]=[CH:19][C:18]([C:7]2([CH2:6][CH2:5][CH2:4][NH:2][CH3:1])[C:8]3[C:9](=[CH:12][C:13]([C:16]#[N:17])=[CH:14][CH:15]=3)[CH2:10][O:11]2)=[CH:23][CH:22]=1. The catalyst class is: 6.